Dataset: Catalyst prediction with 721,799 reactions and 888 catalyst types from USPTO. Task: Predict which catalyst facilitates the given reaction. (1) Reactant: [Br-].C(O[P+](OCC)(OCC)[CH2:6][C:7]1[CH:12]=[CH:11][C:10]([C:13]([F:16])([F:15])[F:14])=[CH:9][CH:8]=1)C.C1OCCOCCOCCOCCOC1.[H-].[Na+].[C:40]([N:47]1[CH2:52][CH2:51][C:50](=O)[CH2:49][CH2:48]1)([O:42][C:43]([CH3:46])([CH3:45])[CH3:44])=[O:41]. Product: [F:16][C:13]([F:14])([F:15])[C:10]1[CH:9]=[CH:8][C:7]([CH:6]=[C:50]2[CH2:51][CH2:52][N:47]([C:40]([O:42][C:43]([CH3:46])([CH3:45])[CH3:44])=[O:41])[CH2:48][CH2:49]2)=[CH:12][CH:11]=1. The catalyst class is: 1. (2) Reactant: C(N(CC)C(=O)[O:5][C:6]1[CH:11]=[CH:10][CH:9]=[C:8]([Cl:12])[C:7]=1[CH2:13][CH3:14])C.[OH-].[Na+]. Product: [Cl:12][C:8]1[C:7]([CH2:13][CH3:14])=[C:6]([OH:5])[CH:11]=[CH:10][CH:9]=1. The catalyst class is: 8. (3) Product: [F:25][C:24]([F:27])([F:26])[S:21]([O:18][C:15]1[CH:16]=[CH:17][C:12]([C:9]([CH3:11])([CH3:10])[C:8]([F:19])([F:20])[F:7])=[CH:13][CH:14]=1)(=[O:23])=[O:22]. The catalyst class is: 79. Reactant: N1C=CC=CC=1.[F:7][C:8]([F:20])([F:19])[C:9]([C:12]1[CH:17]=[CH:16][C:15]([OH:18])=[CH:14][CH:13]=1)([CH3:11])[CH3:10].[S:21](O[S:21]([C:24]([F:27])([F:26])[F:25])(=[O:23])=[O:22])([C:24]([F:27])([F:26])[F:25])(=[O:23])=[O:22]. (4) Reactant: Cl[CH2:2]Cl.C[N:5]1[C:9]2[CH:10]=[CH:11][C:12]([C:14](=[O:23])[NH:15][CH2:16][C:17]3[CH:22]=[CH:21][CH:20]=[CH:19][N:18]=3)=[CH:13][C:8]=2[N:7]=[CH:6]1.[C:24]1([S:30](Cl)(=[O:32])=[O:31])[CH:29]=[CH:28][CH:27]=[CH:26][CH:25]=1. Product: [C:24]1([S:30]([N:5]2[C:9]3[CH:10]=[CH:11][C:12]([C:14](=[O:23])[NH:15][CH2:16][C:17]4[CH:22]=[CH:21][CH:20]=[CH:19][N:18]=4)=[CH:13][C:8]=3[N:7]=[C:6]2[CH3:2])(=[O:32])=[O:31])[CH:29]=[CH:28][CH:27]=[CH:26][CH:25]=1. The catalyst class is: 66. (5) Reactant: C(OC(=O)[NH:7][C@H:8]([C:10]1[N:14]([C@H:15]2[CH2:18][C@H:17]([O:19][CH3:20])[CH2:16]2)[C:13]2[CH:21]=[C:22]([F:25])[CH:23]=[CH:24][C:12]=2[N:11]=1)[CH3:9])(C)(C)C.C(O)(C(F)(F)F)=O. Product: [F:25][C:22]1[CH:23]=[CH:24][C:12]2[N:11]=[C:10]([C@@H:8]([NH2:7])[CH3:9])[N:14]([C@H:15]3[CH2:18][C@@H:17]([O:19][CH3:20])[CH2:16]3)[C:13]=2[CH:21]=1. The catalyst class is: 2. (6) Reactant: Cl[C:2]1[CH:9]=[CH:8][C:5]([C:6]#[N:7])=[CH:4][C:3]=1[N+:10]([O-:12])=[O:11].Cl.[C:14]([O:18][C:19](=[O:22])[CH2:20][NH2:21])([CH3:17])([CH3:16])[CH3:15].C(N(CC)CC)C. Product: [C:14]([O:18][C:19](=[O:22])[CH2:20][NH:21][C:2]1[CH:9]=[CH:8][C:5]([C:6]#[N:7])=[CH:4][C:3]=1[N+:10]([O-:12])=[O:11])([CH3:17])([CH3:16])[CH3:15]. The catalyst class is: 8. (7) Reactant: [C:1]1([S:7]([CH2:10][C:11]2[C:16]([C:17]([O:19]C)=[O:18])=[C:15]([O:21][CH3:22])[C:14]([C:23]3[CH:24]=[N:25][S:26][CH:27]=3)=[CH:13][CH:12]=2)(=[O:9])=[O:8])[CH:6]=[CH:5][CH:4]=[CH:3][CH:2]=1. Product: [C:1]1([S:7]([CH2:10][C:11]2[C:16]([C:17]([OH:19])=[O:18])=[C:15]([O:21][CH3:22])[C:14]([C:23]3[CH:24]=[N:25][S:26][CH:27]=3)=[CH:13][CH:12]=2)(=[O:9])=[O:8])[CH:2]=[CH:3][CH:4]=[CH:5][CH:6]=1. The catalyst class is: 5.